Dataset: Catalyst prediction with 721,799 reactions and 888 catalyst types from USPTO. Task: Predict which catalyst facilitates the given reaction. Reactant: C(=O)(O)O.[NH:5]([C:7](=[NH:9])[NH2:8])[NH2:6].[Cl:10][C:11]1[CH:19]=[CH:18][C:14]([C:15](Cl)=[O:16])=[CH:13][CH:12]=1. Product: [Cl:10][C:11]1[CH:19]=[CH:18][C:14]([C:15]([NH:6][NH:5][C:7](=[NH:8])[NH2:9])=[O:16])=[CH:13][CH:12]=1. The catalyst class is: 298.